Dataset: Full USPTO retrosynthesis dataset with 1.9M reactions from patents (1976-2016). Task: Predict the reactants needed to synthesize the given product. (1) Given the product [CH3:1][S:2][C:3]1[N:4]=[CH:5][C:6]2[C:15](=[O:16])[N:14]([C:17]3[CH:26]=[CH:25][CH:24]=[C:19]([C:20]4[O:21][CH:28]=[N:23][N:22]=4)[CH:18]=3)[CH2:13][C@H:12]3[N:8]([CH2:9][CH2:10][CH2:11]3)[C:7]=2[N:27]=1, predict the reactants needed to synthesize it. The reactants are: [CH3:1][S:2][C:3]1[N:4]=[CH:5][C:6]2[C:15](=[O:16])[N:14]([C:17]3[CH:18]=[C:19]([CH:24]=[CH:25][CH:26]=3)[C:20]([NH:22][NH2:23])=[O:21])[CH2:13][C@H:12]3[N:8]([CH2:9][CH2:10][CH2:11]3)[C:7]=2[N:27]=1.[CH:28](OCC)(OCC)OCC. (2) Given the product [CH2:24]1[O:3][CH:2]([CH:41]2[CH2:42][CH2:43][CH:38]([C:33]3[CH:32]=[C:31]([F:30])[CH:36]=[C:35]([F:37])[CH:34]=3)[CH2:39][CH2:40]2)[O:27][CH:25]1[CH3:26], predict the reactants needed to synthesize it. The reactants are: [Cl-].[CH3:2][O:3]C[P+](C1C=CC=CC=1)(C1C=CC=CC=1)C1C=CC=CC=1.[CH3:24][C:25](C)([O-:27])[CH3:26].[K+].[F:30][C:31]1[CH:32]=[C:33]([CH:38]2[CH2:43][CH2:42][C:41](=O)[CH2:40][CH2:39]2)[CH:34]=[C:35]([F:37])[CH:36]=1.Cl.C(O)CCO. (3) Given the product [Br:1][C:2]1[C:7]([C:8]([O:10][CH3:11])=[O:9])=[C:6]([CH3:12])[C:5]([O:13][CH2:21][CH3:22])=[CH:4][CH:3]=1, predict the reactants needed to synthesize it. The reactants are: [Br:1][C:2]1[C:7]([C:8]([O:10][CH3:11])=[O:9])=[C:6]([CH3:12])[C:5]([OH:13])=[CH:4][CH:3]=1.C(=O)([O-])[O-].[Cs+].[Cs+].I[CH2:21][CH3:22].C(OCC)(=O)C. (4) The reactants are: [CH:1]1([CH2:4][O:5][C:6]2[N:11]=[C:10]([C:12]([OH:14])=O)[CH:9]=[CH:8][C:7]=2[N:15]2[CH2:18][C:17]([F:20])([F:19])[CH2:16]2)[CH2:3][CH2:2]1.[NH2:21][CH:22]([C:27]([F:30])([F:29])[F:28])[CH2:23][C:24]([NH2:26])=[O:25].CN(C(ON1N=NC2C=CC=CC1=2)=[N+](C)C)C.[B-](F)(F)(F)F.CCN(C(C)C)C(C)C. Given the product [C:24]([CH2:23][CH:22]([NH:21][C:12]([C:10]1[CH:9]=[CH:8][C:7]([N:15]2[CH2:18][C:17]([F:20])([F:19])[CH2:16]2)=[C:6]([O:5][CH2:4][CH:1]2[CH2:2][CH2:3]2)[N:11]=1)=[O:14])[C:27]([F:30])([F:29])[F:28])(=[O:25])[NH2:26], predict the reactants needed to synthesize it. (5) Given the product [CH:31]1[C:32]2[C:37](=[CH:36][CH:35]=[CH:34][CH:33]=2)[CH:38]=[CH:39][C:30]=1[C:8]1[C:6]2=[N:7][C:2]([NH2:59])=[CH:3][CH:4]=[C:5]2[N:10]([C:11]([C:12]2[CH:17]=[CH:16][CH:15]=[CH:14][CH:13]=2)([C:18]2[CH:19]=[CH:20][CH:21]=[CH:22][CH:23]=2)[C:24]2[CH:25]=[CH:26][CH:27]=[CH:28][CH:29]=2)[N:9]=1, predict the reactants needed to synthesize it. The reactants are: Cl[C:2]1[N:7]=[C:6]2[C:8]([C:30]3[CH:39]=[CH:38][C:37]4[C:32](=[CH:33][CH:34]=[CH:35][CH:36]=4)[CH:31]=3)=[N:9][N:10]([C:11]([C:24]3[CH:29]=[CH:28][CH:27]=[CH:26][CH:25]=3)([C:18]3[CH:23]=[CH:22][CH:21]=[CH:20][CH:19]=3)[C:12]3[CH:17]=[CH:16][CH:15]=[CH:14][CH:13]=3)[C:5]2=[CH:4][CH:3]=1.CC(C)([O-])C.[Na+].C(=[NH:59])(C1C=CC=CC=1)C1C=CC=CC=1.C1(P(C2C=CC=CC=2)C2C=CC3C(=CC=CC=3)C=2C2C3C(=CC=CC=3)C=CC=2P(C2C=CC=CC=2)C2C=CC=CC=2)C=CC=CC=1.C(=O)([O-])O.[Na+]. (6) Given the product [CH3:13][C:10]1[CH:9]=[C:8]([C:5]2[CH:6]=[CH:7][C:2]([B:17]3[O:18][C:19]([CH3:21])([CH3:20])[C:15]([CH3:31])([CH3:14])[O:16]3)=[CH:3][CH:4]=2)[NH:12][N:11]=1, predict the reactants needed to synthesize it. The reactants are: Br[C:2]1[CH:7]=[CH:6][C:5]([C:8]2[NH:12][N:11]=[C:10]([CH3:13])[CH:9]=2)=[CH:4][CH:3]=1.[CH3:14][C:15]1([CH3:31])[C:19]([CH3:21])([CH3:20])[O:18][B:17]([B:17]2[O:18][C:19]([CH3:21])([CH3:20])[C:15]([CH3:31])([CH3:14])[O:16]2)[O:16]1.C([O-])(=O)C.[K+].C1(P(C2CCCCC2)C2C=CC=C(C(C)C)C=2C2C=CC(C(C)C)=CC=2C(C)C)CCCCC1.